From a dataset of Catalyst prediction with 721,799 reactions and 888 catalyst types from USPTO. Predict which catalyst facilitates the given reaction. (1) Reactant: O=S(Cl)[Cl:3].[NH2:5][C:6]1[N:11]=[C:10]([CH3:12])[C:9]([CH2:13][C:14]2[CH:15]=[C:16]([CH2:20]O)[CH:17]=[CH:18][CH:19]=2)=[C:8]([NH:22][CH2:23][CH2:24][CH2:25][CH2:26][CH3:27])[N:7]=1. Product: [Cl:3][CH2:20][C:16]1[CH:15]=[C:14]([CH:19]=[CH:18][CH:17]=1)[CH2:13][C:9]1[C:8]([NH:22][CH2:23][CH2:24][CH2:25][CH2:26][CH3:27])=[N:7][C:6]([NH2:5])=[N:11][C:10]=1[CH3:12]. The catalyst class is: 2. (2) Reactant: [H-].[H-].[H-].[H-].[Li+].[Al+3].[CH3:7][C:8]1[CH:13]=[CH:12][C:11]([CH3:14])=[CH:10][C:9]=1[C:15]1[CH:25]=[C:24]([C:26](OCC)=[O:27])[CH:23]=[CH:22][C:16]=1[C:17](OCC)=[O:18].S(=O)(=O)(O)O. Product: [OH:18][CH2:17][C:16]1[CH:22]=[CH:23][C:24]([CH2:26][OH:27])=[CH:25][C:15]=1[C:9]1[CH:10]=[C:11]([CH3:14])[CH:12]=[CH:13][C:8]=1[CH3:7]. The catalyst class is: 1. (3) Reactant: [C:1]([O:5][C:6]([N:8]1[C:16]2[C:11](=[CH:12][CH:13]=[CH:14][CH:15]=2)[C:10](/[CH:17]=[CH:18]/[C:19]([OH:21])=O)=[CH:9]1)=[O:7])([CH3:4])([CH3:3])[CH3:2].[CH:22]([NH:25][NH:26][C:27](=[O:35])[C:28]1[CH:33]=[CH:32][CH:31]=[C:30]([CH3:34])[CH:29]=1)([CH3:24])[CH3:23].CN(C(ON1N=NC2C=CC=NC1=2)=[N+](C)C)C.F[P-](F)(F)(F)(F)F.C(N(CC)C(C)C)(C)C. Product: [CH:22]([N:25]([C:19](=[O:21])/[CH:18]=[CH:17]/[C:10]1[C:11]2[C:16](=[CH:15][CH:14]=[CH:13][CH:12]=2)[N:8]([C:6]([O:5][C:1]([CH3:2])([CH3:3])[CH3:4])=[O:7])[CH:9]=1)[NH:26][C:27](=[O:35])[C:28]1[CH:33]=[CH:32][CH:31]=[C:30]([CH3:34])[CH:29]=1)([CH3:24])[CH3:23]. The catalyst class is: 31. (4) Reactant: C(OC([N:8]1[CH2:13][CH2:12][CH:11]([CH2:14][C:15]2[CH:20]=[CH:19][C:18]([NH:21][C:22]([NH:24][C:25]3[N:26]([C:34]4[CH:39]=[CH:38][C:37]([CH3:40])=[CH:36][CH:35]=4)[N:27]=[C:28]([C:30]([CH3:33])([CH3:32])[CH3:31])[CH:29]=3)=[O:23])=[CH:17][CH:16]=2)[CH2:10][CH2:9]1)=O)(C)(C)C.C(Cl)[Cl:42]. Product: [ClH:42].[C:30]([C:28]1[CH:29]=[C:25]([NH:24][C:22]([NH:21][C:18]2[CH:17]=[CH:16][C:15]([CH2:14][CH:11]3[CH2:10][CH2:9][NH:8][CH2:13][CH2:12]3)=[CH:20][CH:19]=2)=[O:23])[N:26]([C:34]2[CH:39]=[CH:38][C:37]([CH3:40])=[CH:36][CH:35]=2)[N:27]=1)([CH3:33])([CH3:31])[CH3:32]. The catalyst class is: 12. (5) The catalyst class is: 1. Reactant: [CH3:1][C:2]1[C:6]2[C:7]3[CH:15]=[CH:14][CH:13]=[CH:12][C:8]=3[NH:9][CH2:10][CH2:11][C:5]=2[O:4][N:3]=1.[Li+].C[Si]([N-][Si](C)(C)C)(C)C.I[CH:27]([CH3:29])[CH3:28]. Product: [CH:27]([N:9]1[CH2:10][CH2:11][C:5]2[O:4][N:3]=[C:2]([CH3:1])[C:6]=2[C:7]2[CH:15]=[CH:14][CH:13]=[CH:12][C:8]1=2)([CH3:29])[CH3:28]. (6) Reactant: [Cl:1][C:2]1[CH:7]=[C:6](Cl)[N:5]=[C:4]([S:9][CH3:10])[N:3]=1.[NH3:11]. Product: [NH2:11][C:6]1[CH:7]=[C:2]([Cl:1])[N:3]=[C:4]([S:9][CH3:10])[N:5]=1. The catalyst class is: 1. (7) Reactant: C([O:3][C:4](=[O:23])[CH:5]([O:14][NH:15][C:16]([O:18][C:19]([CH3:22])([CH3:21])[CH3:20])=[O:17])[CH2:6][CH2:7][C:8]1[CH:13]=[CH:12][CH:11]=[CH:10][CH:9]=1)C. Product: [C:16]([NH:15][O:14][CH:5]([CH2:6][CH2:7][C:8]1[CH:13]=[CH:12][CH:11]=[CH:10][CH:9]=1)[C:4]([OH:23])=[O:3])([O:18][C:19]([CH3:21])([CH3:22])[CH3:20])=[O:17]. The catalyst class is: 273. (8) Reactant: [O:1]1[CH:6]=[CH:5][CH2:4][CH2:3][CH2:2]1.C([Li])(C)(C)C.[CH2:12]([Sn:16](Cl)([CH2:21][CH2:22][CH2:23][CH3:24])[CH2:17][CH2:18][CH2:19][CH3:20])[CH2:13][CH2:14][CH3:15].O. Product: [CH2:21]([Sn:16]([CH2:12][CH2:13][CH2:14][CH3:15])([CH2:17][CH2:18][CH2:19][CH3:20])[C:6]1[O:1][CH2:2][CH2:3][CH2:4][CH:5]=1)[CH2:22][CH2:23][CH3:24]. The catalyst class is: 1. (9) Reactant: [F:1][C:2]1[CH:7]=[CH:6][C:5]([S:8](Cl)(=[O:10])=[O:9])=[CH:4][CH:3]=1.[F:12][C:13]1[CH:18]=[C:17]([F:19])[C:16]([N+:20]([O-:22])=[O:21])=[CH:15][C:14]=1[NH2:23]. Product: [F:12][C:13]1[CH:18]=[C:17]([F:19])[C:16]([N+:20]([O-:22])=[O:21])=[CH:15][C:14]=1[NH:23][S:8]([C:5]1[CH:6]=[CH:7][C:2]([F:1])=[CH:3][CH:4]=1)(=[O:10])=[O:9]. The catalyst class is: 436. (10) Reactant: [Cl:1][C:2]1[CH:3]=[C:4]([NH:17][C:18]2[C:27]3[C:22](=[CH:23][C:24]([O:31][CH2:32][CH3:33])=[C:25]([N+:28]([O-])=O)[CH:26]=3)[N:21]=[CH:20][N:19]=2)[CH:5]=[CH:6][C:7]=1[O:8][CH2:9][C:10]1[CH:15]=[CH:14][CH:13]=[C:12]([F:16])[CH:11]=1. Product: [Cl:1][C:2]1[CH:3]=[C:4]([NH:17][C:18]2[C:27]3[C:22](=[CH:23][C:24]([O:31][CH2:32][CH3:33])=[C:25]([NH2:28])[CH:26]=3)[N:21]=[CH:20][N:19]=2)[CH:5]=[CH:6][C:7]=1[O:8][CH2:9][C:10]1[CH:15]=[CH:14][CH:13]=[C:12]([F:16])[CH:11]=1. The catalyst class is: 94.